From a dataset of Full USPTO retrosynthesis dataset with 1.9M reactions from patents (1976-2016). Predict the reactants needed to synthesize the given product. (1) Given the product [CH3:22][N:23]1[CH2:28][CH2:27][N:26]([CH2:29][C:30]2[CH:35]=[CH:34][C:33]([NH:36][C:19]([C:15]3[C:16]4[C:11](=[CH:10][C:9]([O:8][C:4]5[CH:3]=[C:2]([Cl:1])[N:7]=[CH:6][N:5]=5)=[CH:18][CH:17]=4)[CH:12]=[CH:13][CH:14]=3)=[O:20])=[CH:32][CH:31]=2)[CH2:25][CH2:24]1, predict the reactants needed to synthesize it. The reactants are: [Cl:1][C:2]1[N:7]=[CH:6][N:5]=[C:4]([O:8][C:9]2[CH:10]=[C:11]3[C:16](=[CH:17][CH:18]=2)[C:15]([C:19](Cl)=[O:20])=[CH:14][CH:13]=[CH:12]3)[CH:3]=1.[CH3:22][N:23]1[CH2:28][CH2:27][N:26]([CH2:29][C:30]2[CH:35]=[CH:34][C:33]([NH2:36])=[CH:32][CH:31]=2)[CH2:25][CH2:24]1.C(N(C(C)C)CC)(C)C.C([O-])(O)=O.[Na+]. (2) Given the product [CH2:8]([C:3]1[N:4]([CH3:7])[N:5]=[CH:6][C:2]=1[Br:1])[C:10]1[CH:11]=[CH:12][CH:13]=[CH:14][CH:15]=1, predict the reactants needed to synthesize it. The reactants are: [Br:1][C:2]1[CH:6]=[N:5][N:4]([CH3:7])[C:3]=1[CH:8]([C:10]1[CH:15]=[CH:14][CH:13]=[CH:12][CH:11]=1)O.C(O)(C(F)(F)F)=O.C([SiH](CC)CC)C.